From a dataset of NCI-60 drug combinations with 297,098 pairs across 59 cell lines. Regression. Given two drug SMILES strings and cell line genomic features, predict the synergy score measuring deviation from expected non-interaction effect. (1) Drug 1: CN(CC1=CN=C2C(=N1)C(=NC(=N2)N)N)C3=CC=C(C=C3)C(=O)NC(CCC(=O)O)C(=O)O. Drug 2: C1=NC2=C(N1)C(=S)N=CN2. Cell line: IGROV1. Synergy scores: CSS=56.6, Synergy_ZIP=-1.46, Synergy_Bliss=-0.961, Synergy_Loewe=-21.3, Synergy_HSA=-4.58. (2) Drug 1: CC1=CC2C(CCC3(C2CCC3(C(=O)C)OC(=O)C)C)C4(C1=CC(=O)CC4)C. Drug 2: CCCCCOC(=O)NC1=NC(=O)N(C=C1F)C2C(C(C(O2)C)O)O. Cell line: SF-539. Synergy scores: CSS=-0.823, Synergy_ZIP=0.0618, Synergy_Bliss=-0.862, Synergy_Loewe=-1.56, Synergy_HSA=-1.52. (3) Drug 1: CC1C(C(CC(O1)OC2CC(CC3=C2C(=C4C(=C3O)C(=O)C5=C(C4=O)C(=CC=C5)OC)O)(C(=O)C)O)N)O.Cl. Drug 2: CCN(CC)CCCC(C)NC1=C2C=C(C=CC2=NC3=C1C=CC(=C3)Cl)OC. Cell line: HT29. Synergy scores: CSS=43.6, Synergy_ZIP=4.13, Synergy_Bliss=4.65, Synergy_Loewe=-4.01, Synergy_HSA=6.19. (4) Drug 1: C1CN1C2=NC(=NC(=N2)N3CC3)N4CC4. Drug 2: C1=CC(=CC=C1CCC2=CNC3=C2C(=O)NC(=N3)N)C(=O)NC(CCC(=O)O)C(=O)O. Cell line: 786-0. Synergy scores: CSS=47.8, Synergy_ZIP=-4.45, Synergy_Bliss=-7.26, Synergy_Loewe=-18.4, Synergy_HSA=-1.62. (5) Drug 1: C1=CC(=CC=C1CCCC(=O)O)N(CCCl)CCCl. Drug 2: CC1C(C(=O)NC(C(=O)N2CCCC2C(=O)N(CC(=O)N(C(C(=O)O1)C(C)C)C)C)C(C)C)NC(=O)C3=C4C(=C(C=C3)C)OC5=C(C(=O)C(=C(C5=N4)C(=O)NC6C(OC(=O)C(N(C(=O)CN(C(=O)C7CCCN7C(=O)C(NC6=O)C(C)C)C)C)C(C)C)C)N)C. Cell line: UO-31. Synergy scores: CSS=11.7, Synergy_ZIP=-4.27, Synergy_Bliss=-1.21, Synergy_Loewe=-2.34, Synergy_HSA=-2.34. (6) Drug 1: CC1OCC2C(O1)C(C(C(O2)OC3C4COC(=O)C4C(C5=CC6=C(C=C35)OCO6)C7=CC(=C(C(=C7)OC)O)OC)O)O. Cell line: SF-539. Drug 2: COC1=C2C(=CC3=C1OC=C3)C=CC(=O)O2. Synergy scores: CSS=7.43, Synergy_ZIP=5.99, Synergy_Bliss=5.91, Synergy_Loewe=-19.6, Synergy_HSA=-2.11. (7) Drug 1: CN(C)C1=NC(=NC(=N1)N(C)C)N(C)C. Drug 2: CNC(=O)C1=NC=CC(=C1)OC2=CC=C(C=C2)NC(=O)NC3=CC(=C(C=C3)Cl)C(F)(F)F. Cell line: MALME-3M. Synergy scores: CSS=23.3, Synergy_ZIP=-1.13, Synergy_Bliss=5.52, Synergy_Loewe=-17.5, Synergy_HSA=0.159. (8) Drug 1: CC1=C(C=C(C=C1)NC2=NC=CC(=N2)N(C)C3=CC4=NN(C(=C4C=C3)C)C)S(=O)(=O)N.Cl. Drug 2: C(CCl)NC(=O)N(CCCl)N=O. Cell line: M14. Synergy scores: CSS=-1.30, Synergy_ZIP=1.60, Synergy_Bliss=1.35, Synergy_Loewe=-2.65, Synergy_HSA=-2.01. (9) Drug 1: C#CCC(CC1=CN=C2C(=N1)C(=NC(=N2)N)N)C3=CC=C(C=C3)C(=O)NC(CCC(=O)O)C(=O)O. Drug 2: B(C(CC(C)C)NC(=O)C(CC1=CC=CC=C1)NC(=O)C2=NC=CN=C2)(O)O. Cell line: SR. Synergy scores: CSS=26.9, Synergy_ZIP=2.06, Synergy_Bliss=6.16, Synergy_Loewe=4.99, Synergy_HSA=1.58.